This data is from Catalyst prediction with 721,799 reactions and 888 catalyst types from USPTO. The task is: Predict which catalyst facilitates the given reaction. Reactant: [Cl:1][C:2]1[C:3]([O:8][CH:9]2[CH2:12][N:11](C(OC(C)(C)C)=O)[CH2:10]2)=[N:4][CH:5]=[CH:6][N:7]=1.Cl.O1CCOCC1. Product: [NH:11]1[CH2:10][CH:9]([O:8][C:3]2[C:2]([Cl:1])=[N:7][CH:6]=[CH:5][N:4]=2)[CH2:12]1. The catalyst class is: 2.